This data is from NCI-60 drug combinations with 297,098 pairs across 59 cell lines. The task is: Regression. Given two drug SMILES strings and cell line genomic features, predict the synergy score measuring deviation from expected non-interaction effect. (1) Drug 1: C1CCC(CC1)NC(=O)N(CCCl)N=O. Drug 2: C1=NC2=C(N=C(N=C2N1C3C(C(C(O3)CO)O)F)Cl)N. Cell line: T-47D. Synergy scores: CSS=4.11, Synergy_ZIP=-3.26, Synergy_Bliss=-1.79, Synergy_Loewe=-3.03, Synergy_HSA=-2.06. (2) Drug 1: CC1=C(C(=CC=C1)Cl)NC(=O)C2=CN=C(S2)NC3=CC(=NC(=N3)C)N4CCN(CC4)CCO. Drug 2: C(CCl)NC(=O)N(CCCl)N=O. Cell line: UACC-257. Synergy scores: CSS=6.95, Synergy_ZIP=-3.63, Synergy_Bliss=-2.12, Synergy_Loewe=-0.973, Synergy_HSA=-0.310. (3) Drug 1: CN(C(=O)NC(C=O)C(C(C(CO)O)O)O)N=O. Drug 2: N.N.Cl[Pt+2]Cl. Cell line: HS 578T. Synergy scores: CSS=17.6, Synergy_ZIP=-2.86, Synergy_Bliss=3.40, Synergy_Loewe=0.748, Synergy_HSA=3.78. (4) Synergy scores: CSS=17.3, Synergy_ZIP=-7.90, Synergy_Bliss=-3.89, Synergy_Loewe=-9.60, Synergy_HSA=-1.48. Drug 1: CN1CCC(CC1)COC2=C(C=C3C(=C2)N=CN=C3NC4=C(C=C(C=C4)Br)F)OC. Drug 2: CCCS(=O)(=O)NC1=C(C(=C(C=C1)F)C(=O)C2=CNC3=C2C=C(C=N3)C4=CC=C(C=C4)Cl)F. Cell line: UO-31. (5) Drug 1: C(CCl)NC(=O)N(CCCl)N=O. Drug 2: CC12CCC3C(C1CCC2OP(=O)(O)O)CCC4=C3C=CC(=C4)OC(=O)N(CCCl)CCCl.[Na+]. Cell line: 786-0. Synergy scores: CSS=6.17, Synergy_ZIP=-0.542, Synergy_Bliss=5.04, Synergy_Loewe=-1.71, Synergy_HSA=1.17. (6) Drug 1: CC1C(C(=O)NC(C(=O)N2CCCC2C(=O)N(CC(=O)N(C(C(=O)O1)C(C)C)C)C)C(C)C)NC(=O)C3=C4C(=C(C=C3)C)OC5=C(C(=O)C(=C(C5=N4)C(=O)NC6C(OC(=O)C(N(C(=O)CN(C(=O)C7CCCN7C(=O)C(NC6=O)C(C)C)C)C)C(C)C)C)N)C. Drug 2: C1CC(C1)(C(=O)O)C(=O)O.[NH2-].[NH2-].[Pt+2]. Cell line: SF-539. Synergy scores: CSS=4.95, Synergy_ZIP=-3.44, Synergy_Bliss=1.95, Synergy_Loewe=-10.6, Synergy_HSA=-1.10. (7) Drug 1: C1=CC(=C2C(=C1NCCNCCO)C(=O)C3=C(C=CC(=C3C2=O)O)O)NCCNCCO. Drug 2: CCCCC(=O)OCC(=O)C1(CC(C2=C(C1)C(=C3C(=C2O)C(=O)C4=C(C3=O)C=CC=C4OC)O)OC5CC(C(C(O5)C)O)NC(=O)C(F)(F)F)O. Cell line: A549. Synergy scores: CSS=29.8, Synergy_ZIP=-1.64, Synergy_Bliss=-5.40, Synergy_Loewe=-16.3, Synergy_HSA=-4.36. (8) Drug 1: CN(CCCl)CCCl.Cl. Drug 2: C1CC(=O)NC(=O)C1N2C(=O)C3=CC=CC=C3C2=O. Cell line: TK-10. Synergy scores: CSS=23.9, Synergy_ZIP=-5.47, Synergy_Bliss=-2.92, Synergy_Loewe=-3.43, Synergy_HSA=-0.270.